This data is from Full USPTO retrosynthesis dataset with 1.9M reactions from patents (1976-2016). The task is: Predict the reactants needed to synthesize the given product. Given the product [Br:15][C:9]1[C:8]([O:16][CH3:17])=[C:3]([C:4]([O:6][CH3:7])=[O:5])[C:2]2[N:1]=[C:37]([C:31]3[CH:32]=[CH:33][C:34]([F:36])=[CH:35][C:30]=3[F:29])[CH:39]=[N:12][C:11]=2[CH:10]=1, predict the reactants needed to synthesize it. The reactants are: [NH2:1][C:2]1[C:11]([N+:12]([O-])=O)=[CH:10][C:9]([Br:15])=[C:8]([O:16][CH3:17])[C:3]=1[C:4]([O:6][CH3:7])=[O:5].O.O.[Sn](Cl)Cl.C(=O)(O)[O-].[Na+].O.[F:29][C:30]1[CH:35]=[C:34]([F:36])[CH:33]=[CH:32][C:31]=1[C:37]([CH:39]=O)=O.